This data is from Forward reaction prediction with 1.9M reactions from USPTO patents (1976-2016). The task is: Predict the product of the given reaction. (1) The product is: [F:28][C:27]([F:30])([F:29])[C:2]1[C:3]([C:8]2[CH:19]=[CH:18][C:11]3[C:12]([NH:20][C:21]4[CH:26]=[CH:25][C:24]([C:27]([F:28])([F:30])[F:29])=[CH:23][N:22]=4)=[N:13][S:14](=[O:16])(=[O:15])[C:10]=3[CH:9]=2)=[N:4][CH:5]=[CH:6][CH:7]=1. Given the reactants Cl[C:2]1[C:3]([C:8]2[CH:19]=[CH:18][C:11]3[C:12](O)=[N:13][S:14](=[O:16])(=[O:15])[C:10]=3[CH:9]=2)=[N:4][CH:5]=[CH:6][CH:7]=1.[NH2:20][C:21]1[CH:26]=[CH:25][C:24]([C:27]([F:30])([F:29])[F:28])=[CH:23][N:22]=1.C(C1C=CC(N)=CC=1)(C)(C)C, predict the reaction product. (2) Given the reactants Cl.Cl.[O:3]1[C:8]2=[CH:9][CH:10]=[CH:11][C:7]2=[CH:6][C:5]([CH:12]2[CH2:17][CH2:16][CH2:15][CH2:14][N:13]2[CH2:18][CH2:19][C@H:20]2[CH2:25][CH2:24][C@H:23]([NH2:26])[CH2:22][CH2:21]2)=[CH:4]1.[CH:27]1([C:31](O)=[O:32])[CH2:30][CH2:29][CH2:28]1, predict the reaction product. The product is: [O:3]1[C:8]2=[CH:9][CH:10]=[CH:11][C:7]2=[CH:6][C:5]([CH:12]2[CH2:17][CH2:16][CH2:15][CH2:14][N:13]2[CH2:18][CH2:19][C@H:20]2[CH2:21][CH2:22][C@H:23]([NH:26][C:31]([CH:27]3[CH2:30][CH2:29][CH2:28]3)=[O:32])[CH2:24][CH2:25]2)=[CH:4]1. (3) Given the reactants Cl[C:2]1[N:7]=[C:6]([NH:8][C:9]2[CH:13]=[C:12]([CH2:14][CH2:15][C:16]3[CH:21]=[CH:20][CH:19]=[C:18]([O:22][CH:23]([CH3:25])[CH3:24])[CH:17]=3)[NH:11][N:10]=2)[CH:5]=[CH:4][N:3]=1.Cl.[CH3:27][C:28]1[CH:32]=[C:31]([CH2:33][NH2:34])[O:30][N:29]=1.C(N(C(C)C)C(C)C)C, predict the reaction product. The product is: [CH3:27][C:28]1[CH:32]=[C:31]([CH2:33][NH:34][C:2]2[N:7]=[C:6]([NH:8][C:9]3[CH:13]=[C:12]([CH2:14][CH2:15][C:16]4[CH:21]=[CH:20][CH:19]=[C:18]([O:22][CH:23]([CH3:25])[CH3:24])[CH:17]=4)[NH:11][N:10]=3)[CH:5]=[CH:4][N:3]=2)[O:30][N:29]=1. (4) Given the reactants C([O:4][CH2:5][C@@H:6]1[C@@H:11]([O:12]C(=O)C)[C@H:10]([O:16]C(=O)C)[C@H:9]([O:20]C(=O)C)[C@@H:8]([C:24]2[CH:29]=[CH:28][CH:27]=[C:26]([O:30][C@@H:31]3[C@@H:36]([O:37]C(=O)C)[C@@H:35]([O:41]C(=O)C)[C@H:34]([O:45]C(=O)C)[C@@H:33]([CH2:49][O:50]C(=O)C)[O:32]3)[CH:25]=2)[O:7]1)(=O)C.CO[Na], predict the reaction product. The product is: [OH:4][CH2:5][C@@H:6]1[C@@H:11]([OH:12])[C@H:10]([OH:16])[C@H:9]([OH:20])[C@@H:8]([C:24]2[CH:29]=[CH:28][CH:27]=[C:26]([O:30][C@@H:31]3[C@@H:36]([OH:37])[C@@H:35]([OH:41])[C@H:34]([OH:45])[C@@H:33]([CH2:49][OH:50])[O:32]3)[CH:25]=2)[O:7]1. (5) The product is: [CH2:22]([N:29]1[CH2:30][CH2:31][C:32]2([N:6]3[N:5]=[C:4]([C:7]4[CH:8]=[CH:9][C:10]([O:13][C:14]5[CH:19]=[CH:18][CH:17]=[CH:16][CH:15]=5)=[CH:11][CH:12]=4)[C:3]([C:20]#[N:21])=[C:2]3[NH:1][C:36](=[O:37])[CH2:35]2)[CH2:33][CH2:34]1)[C:23]1[CH:28]=[CH:27][CH:26]=[CH:25][CH:24]=1. Given the reactants [NH2:1][C:2]1[NH:6][N:5]=[C:4]([C:7]2[CH:12]=[CH:11][C:10]([O:13][C:14]3[CH:19]=[CH:18][CH:17]=[CH:16][CH:15]=3)=[CH:9][CH:8]=2)[C:3]=1[C:20]#[N:21].[CH2:22]([N:29]1[CH2:34][CH2:33][C:32](=[CH:35][C:36](OCC)=[O:37])[CH2:31][CH2:30]1)[C:23]1[CH:28]=[CH:27][CH:26]=[CH:25][CH:24]=1.C([O-])([O-])=O.[K+].[K+], predict the reaction product. (6) Given the reactants C(OC([N:8]1[CH2:13][CH2:12][CH:11]([O:14][CH3:15])[CH2:10][CH2:9]1)=O)(C)(C)C.[ClH:16].C(OCC)(=O)C, predict the reaction product. The product is: [ClH:16].[CH3:15][O:14][CH:11]1[CH2:12][CH2:13][NH:8][CH2:9][CH2:10]1.